Dataset: Peptide-MHC class II binding affinity with 134,281 pairs from IEDB. Task: Regression. Given a peptide amino acid sequence and an MHC pseudo amino acid sequence, predict their binding affinity value. This is MHC class II binding data. The peptide sequence is ASAAILGHDGTVWAQ. The MHC is HLA-DQA10102-DQB10502 with pseudo-sequence HLA-DQA10102-DQB10502. The binding affinity (normalized) is 0.107.